This data is from Forward reaction prediction with 1.9M reactions from USPTO patents (1976-2016). The task is: Predict the product of the given reaction. (1) The product is: [CH3:22][C:17]1[CH:18]=[C:19]([CH3:21])[N:20]=[C:15]([NH:14][C@@H:10]2[CH2:11][CH2:12][CH2:13][NH:8][C@H:9]2[CH3:23])[N:16]=1. Given the reactants C(OC([N:8]1[CH2:13][CH2:12][CH2:11][CH:10]([NH:14][C:15]2[N:20]=[C:19]([CH3:21])[CH:18]=[C:17]([CH3:22])[N:16]=2)[CH:9]1[CH3:23])=O)(C)(C)C.C(O)(C(F)(F)F)=O, predict the reaction product. (2) Given the reactants [NH2:1][C:2]1[CH:14]=[C:13]([C:15]([F:18])([F:17])[F:16])[CH:12]=[CH:11][C:3]=1[NH:4][C:5]1[CH:10]=[CH:9][CH:8]=[CH:7][N:6]=1.[C:19](Cl)(=O)/[CH:20]=[CH:21]/[C:22]1[CH:27]=[CH:26][CH:25]=[CH:24][CH:23]=1.N1C=CC=CC=1N1C2C=CC=CC=2N=C1/C=C/C1C=CC=CC=1, predict the reaction product. The product is: [N:6]1[CH:7]=[CH:8][CH:9]=[CH:10][C:5]=1[N:4]1[C:3]2[CH:11]=[CH:12][C:13]([C:15]([F:18])([F:16])[F:17])=[CH:14][C:2]=2[N:1]=[C:19]1/[CH:20]=[CH:21]/[C:22]1[CH:27]=[CH:26][CH:25]=[CH:24][CH:23]=1. (3) The product is: [Br:1][C:2]1[CH:3]=[C:4]([CH:12]=[CH:13][CH:14]=1)[O:5][CH2:6][C@H:7]([OH:11])[CH2:8][N:9]([CH3:10])[C:30](=[O:31])[O:32][C:33]([CH3:34])([CH3:35])[CH3:36]. Given the reactants [Br:1][C:2]1[CH:3]=[C:4]([CH:12]=[CH:13][CH:14]=1)[O:5][CH2:6][C@H:7]([OH:11])[CH2:8][NH:9][CH3:10].C(N(CC)CC)C.[CH3:34][C:33]([O:32][C:30](O[C:30]([O:32][C:33]([CH3:36])([CH3:35])[CH3:34])=[O:31])=[O:31])([CH3:36])[CH3:35], predict the reaction product. (4) Given the reactants CC(OI1(OC(C)=O)(OC(C)=O)O[C:12](=O)[C:11]2[CH:10]=CC=C[C:6]1=2)=O.[C:23]([O:27][C:28]([NH:30][C:31]1[S:35][C:34]([C:36]2[C:41]([F:42])=[CH:40][CH:39]=[CH:38][C:37]=2[F:43])=[N:33][C:32]=1[C:44]([NH:46][C:47]1[C:48]([N:57]2[CH2:62][CH2:61][CH2:60][C@H:59]([NH:63][C:64](=[O:70])[O:65]CCCC)[CH2:58]2)=[C:49]2[CH2:55][CH2:54][CH:53]([OH:56])[C:50]2=[N:51][CH:52]=1)=[O:45])=[O:29])([CH3:26])([CH3:25])[CH3:24].[OH-].[Na+], predict the reaction product. The product is: [C:23]([O:27][C:28]([NH:30][C:31]1[S:35][C:34]([C:36]2[C:41]([F:42])=[CH:40][CH:39]=[CH:38][C:37]=2[F:43])=[N:33][C:32]=1[C:44]([NH:46][C:47]1[C:48]([N:57]2[CH2:62][CH2:61][CH2:60][C@H:59]([NH:63][C:64](=[O:70])[O:65][C:11]([CH3:12])([CH3:10])[CH3:6])[CH2:58]2)=[C:49]2[CH2:55][CH2:54][C:53](=[O:56])[C:50]2=[N:51][CH:52]=1)=[O:45])=[O:29])([CH3:26])([CH3:24])[CH3:25]. (5) Given the reactants [NH2:1][C:2]1[C:9]([Br:10])=[CH:8][C:5]([C:6]#[N:7])=[CH:4][N:3]=1.Cl[C:12]([C:15]([O:17][CH2:18][CH3:19])=[O:16])=[CH:13][O-].[K+].S(=O)(=O)(O)O.C(=O)(O)[O-].[Na+], predict the reaction product. The product is: [Br:10][C:9]1[C:2]2[N:3]([C:12]([C:15]([O:17][CH2:18][CH3:19])=[O:16])=[CH:13][N:1]=2)[CH:4]=[C:5]([C:6]#[N:7])[CH:8]=1. (6) Given the reactants Br[C:2]1[N:7]=[C:6]([C:8]2[CH:9]=[C:10]([OH:14])[CH:11]=[CH:12][CH:13]=2)[N:5]=[C:4]2[N:15]([C:18]3[CH:23]=[CH:22][CH:21]=[CH:20][CH:19]=3)[N:16]=[CH:17][C:3]=12.FC(F)(F)C(O)=O.[CH3:31][CH:32]1[O:37][CH2:36][CH2:35][NH:34][CH2:33]1, predict the reaction product. The product is: [CH3:31][CH:32]1[O:37][CH2:36][CH2:35][N:34]([C:2]2[N:7]=[C:6]([C:8]3[CH:9]=[C:10]([OH:14])[CH:11]=[CH:12][CH:13]=3)[N:5]=[C:4]3[N:15]([C:18]4[CH:23]=[CH:22][CH:21]=[CH:20][CH:19]=4)[N:16]=[CH:17][C:3]=23)[CH2:33]1. (7) Given the reactants [O:1]=[C:2]1[N:6]([C:7]2[CH:8]=[CH:9][C:10]3[C:16](=[O:17])[CH2:15][CH2:14][CH2:13][CH2:12][C:11]=3[CH:18]=2)[CH2:5][C@H:4]([CH2:19][NH:20][C:21](=[O:23])[CH3:22])[O:3]1.C(O)(=O)C.C1C=C[NH+]=CC=1.[Br:34][Br-]Br, predict the reaction product. The product is: [Br:34][CH:15]1[CH2:14][CH2:13][CH2:12][C:11]2[CH:18]=[C:7]([N:6]3[CH2:5][C@H:4]([CH2:19][NH:20][C:21](=[O:23])[CH3:22])[O:3][C:2]3=[O:1])[CH:8]=[CH:9][C:10]=2[C:16]1=[O:17]. (8) Given the reactants [Cl:1][C:2]1[CH:7]=[C:6]([Cl:8])[CH:5]=[CH:4][C:3]=1[C:9]1[CH:10]=[C:11]([C:14]([N:16]2[CH2:21][CH2:20][N:19]([C:22]([O:24]C(C)(C)C)=O)[CH2:18][CH2:17]2)=[O:15])[NH:12][CH:13]=1.Cl.CO.[C:32](O)(=O)[CH:33]=C.F[P-](F)(F)(F)(F)F.N1(O[P+](N(C)C)(N(C)C)N(C)C)C2C=CC=CC=2N=N1.CCN(C(C)C)C(C)C, predict the reaction product. The product is: [Cl:1][C:2]1[CH:7]=[C:6]([Cl:8])[CH:5]=[CH:4][C:3]=1[C:9]1[CH:10]=[C:11]([C:14]([N:16]2[CH2:17][CH2:18][N:19]([C:22](=[O:24])[CH:32]=[CH2:33])[CH2:20][CH2:21]2)=[O:15])[NH:12][CH:13]=1.